Task: Predict the reaction yield, written as a fraction of the theoretical maximum amount of product (1.0 means a 100% yield; for example, 0.34 means a 34% yield).. Dataset: Reaction yield outcomes from USPTO patents with 853,638 reactions (1) The reactants are I[C:2]1[CH:3]=[CH:4][C:5]2[N:6]([CH:8]=[C:9]([NH:11][C:12]([CH:14]3[CH2:16][CH2:15]3)=[O:13])[N:10]=2)[N:7]=1.[NH2:17][C:18]1[CH:19]=[C:20]([NH:24][C:25]([C:27]2[N:31]([CH3:32])[N:30]=[C:29]([CH3:33])[CH:28]=2)=[O:26])[CH:21]=[CH:22][CH:23]=1.C1(P(C2CCCCC2)C2C=CC=CC=2C2C(C(C)C)=CC(C(C)C)=CC=2C(C)C)CCCCC1.CC(C)([O-])C.[K+].C(=O)([O-])O.[Na+]. The catalyst is C1C=CC(/C=C/C(/C=C/C2C=CC=CC=2)=O)=CC=1.C1C=CC(/C=C/C(/C=C/C2C=CC=CC=2)=O)=CC=1.C1C=CC(/C=C/C(/C=C/C2C=CC=CC=2)=O)=CC=1.[Pd].[Pd].C(OCC)(=O)C.O1CCCC1.C(O)(C)(C)C. The product is [CH:14]1([C:12]([NH:11][C:9]2[N:10]=[C:5]3[CH:4]=[CH:3][C:2]([NH:17][C:18]4[CH:19]=[C:20]([NH:24][C:25]([C:27]5[N:31]([CH3:32])[N:30]=[C:29]([CH3:33])[CH:28]=5)=[O:26])[CH:21]=[CH:22][CH:23]=4)=[N:7][N:6]3[CH:8]=2)=[O:13])[CH2:16][CH2:15]1. The yield is 0.0900. (2) The reactants are [Br:1][C:2]1[C:3]([F:12])=[C:4]2[C:10]([NH2:11])=[CH:9][NH:8][C:5]2=[N:6][CH:7]=1.[CH3:13][C:14](OC(C)=O)=[O:15]. The catalyst is C1COCC1. The product is [Br:1][C:2]1[C:3]([F:12])=[C:4]2[C:10]([NH:11][C:14](=[O:15])[CH3:13])=[CH:9][NH:8][C:5]2=[N:6][CH:7]=1. The yield is 0.670. (3) The catalyst is O. The yield is 0.745. The reactants are [C:1]1([C:7]2[N:11]=[C:10]([N:12]3[CH2:17][CH2:16][NH:15][CH2:14][CH2:13]3)[S:9][N:8]=2)[CH:6]=[CH:5][CH:4]=[CH:3][CH:2]=1.[CH3:18][O:19][C:20]1[C:25]2[C:26]([N:29](C(OCC(Cl)(Cl)Cl)=O)[C:30](OCC(Cl)(Cl)Cl)=[O:31])=[N:27][O:28][C:24]=2[CH:23]=[CH:22][CH:21]=1.C(N(C(C)C)CC)(C)C.CS(C)=O. The product is [CH3:18][O:19][C:20]1[C:25]2[C:26]([NH:29][C:30]([N:15]3[CH2:16][CH2:17][N:12]([C:10]4[S:9][N:8]=[C:7]([C:1]5[CH:2]=[CH:3][CH:4]=[CH:5][CH:6]=5)[N:11]=4)[CH2:13][CH2:14]3)=[O:31])=[N:27][O:28][C:24]=2[CH:23]=[CH:22][CH:21]=1. (4) The reactants are [CH3:1][Si:2]([CH3:13])([CH3:12])[CH2:3][CH2:4][O:5][CH2:6][N:7]1[CH:11]=[CH:10][CH:9]=[N:8]1.[O:14]=[C:15]1[NH:19][C:18]2[CH:20]=[CH:21][C:22]([CH:24]=[O:25])=[CH:23][C:17]=2[S:16]1.[H-].[Na+].C(O)(=O)CC(CC(O)=O)(C(O)=O)O. The catalyst is C1COCC1.C(#N)C.CCCCCC. The product is [OH:25][CH:24]([C:11]1[N:7]([CH2:6][O:5][CH2:4][CH2:3][Si:2]([CH3:13])([CH3:12])[CH3:1])[N:8]=[CH:9][CH:10]=1)[C:22]1[CH:21]=[CH:20][C:18]2[NH:19][C:15](=[O:14])[S:16][C:17]=2[CH:23]=1. The yield is 1.01. (5) The reactants are [N+:1]([C:4]1[CH:21]=[CH:20][C:7]2[N:8]=[C:9]([C:11]3[CH:16]=[CH:15][C:14]([N+:17]([O-])=O)=[CH:13][CH:12]=3)[S:10][C:6]=2[CH:5]=1)([O-])=O.Cl[Sn]Cl. The catalyst is CO.Cl. The product is [NH2:17][C:14]1[CH:13]=[CH:12][C:11]([C:9]2[S:10][C:6]3[CH:5]=[C:4]([NH2:1])[CH:21]=[CH:20][C:7]=3[N:8]=2)=[CH:16][CH:15]=1. The yield is 0.490.